This data is from Catalyst prediction with 721,799 reactions and 888 catalyst types from USPTO. The task is: Predict which catalyst facilitates the given reaction. (1) Reactant: [CH3:1][C:2]1[N:6]([CH2:7][C:8]([O:10]CC)=[O:9])[C:5]2[S:13][CH:14]=[CH:15][C:4]=2[C:3]=1[CH2:16][C:17]1[CH:22]=[CH:21][CH:20]=[CH:19][C:18]=1[S:23]([N:26]1[CH2:30][CH2:29][CH2:28][CH2:27]1)(=[O:25])=[O:24].[OH-].[Li+]. Product: [CH3:1][C:2]1[N:6]([CH2:7][C:8]([OH:10])=[O:9])[C:5]2[S:13][CH:14]=[CH:15][C:4]=2[C:3]=1[CH2:16][C:17]1[CH:22]=[CH:21][CH:20]=[CH:19][C:18]=1[S:23]([N:26]1[CH2:30][CH2:29][CH2:28][CH2:27]1)(=[O:24])=[O:25]. The catalyst class is: 87. (2) The catalyst class is: 360. Product: [N:19]1([CH2:24][CH2:25][CH2:26][NH:27][C:28]([C:30]2[CH:34]=[C:33]([CH3:35])[NH:32][C:31]=2[CH:36]=[C:11]2[C:10]3[C:14](=[CH:15][CH:16]=[CH:17][C:9]=3[C:4]3[CH:5]=[CH:6][C:7]([F:8])=[C:2]([Cl:1])[CH:3]=3)[NH:13][C:12]2=[O:18])=[O:29])[CH2:23][CH2:22][CH2:21][CH2:20]1. Reactant: [Cl:1][C:2]1[CH:3]=[C:4]([C:9]2[CH:17]=[CH:16][CH:15]=[C:14]3[C:10]=2[CH2:11][C:12](=[O:18])[NH:13]3)[CH:5]=[CH:6][C:7]=1[F:8].[N:19]1([CH2:24][CH2:25][CH2:26][NH:27][C:28]([C:30]2[CH:34]=[C:33]([CH3:35])[NH:32][C:31]=2[CH:36]=O)=[O:29])[CH2:23][CH2:22][CH2:21][CH2:20]1. (3) Reactant: [CH:1]([O:4][C:5]1[CH:10]=[CH:9][C:8]([N+:11]([O-:13])=[O:12])=[CH:7][C:6]=1[NH:14][CH:15]([CH3:17])[CH3:16])([CH3:3])[CH3:2].[H-].[Na+].[CH3:20]I. Product: [CH:1]([O:4][C:5]1[CH:10]=[CH:9][C:8]([N+:11]([O-:13])=[O:12])=[CH:7][C:6]=1[N:14]([CH:15]([CH3:17])[CH3:16])[CH3:20])([CH3:3])[CH3:2]. The catalyst class is: 3. (4) Product: [Br:14][C:11]1[CH:12]=[CH:13][C:8]2[O:7][C:6]([CH3:15])=[C:5]([C:3]([OH:4])=[O:2])[C:9]=2[CH:10]=1. The catalyst class is: 1. Reactant: C[O:2][C:3]([C:5]1[C:9]2[CH:10]=[C:11]([Br:14])[CH:12]=[CH:13][C:8]=2[O:7][C:6]=1[CH3:15])=[O:4].[Li+].[OH-].Cl.